From a dataset of Forward reaction prediction with 1.9M reactions from USPTO patents (1976-2016). Predict the product of the given reaction. (1) Given the reactants [CH:1]1([CH2:6][CH:7]([C:18]2[NH:29][C:21]3=[N:22][CH:23]=[C:24]([C:26]([OH:28])=O)[CH:25]=[C:20]3[CH:19]=2)[C:8]2[CH:9]=[N:10][C:11]([S:14]([CH3:17])(=[O:16])=[O:15])=[CH:12][CH:13]=2)[CH2:5][CH2:4][CH2:3][CH2:2]1.[NH2:30][CH2:31][CH2:32][OH:33].CN1CCOCC1.O.ON1C2C=CC=CC=2N=N1.Cl.CN(C)CCCN=C=NCC, predict the reaction product. The product is: [OH:33][CH2:32][CH2:31][NH:30][C:26]([C:24]1[CH:25]=[C:20]2[CH:19]=[C:18]([CH:7]([C:8]3[CH:9]=[N:10][C:11]([S:14]([CH3:17])(=[O:16])=[O:15])=[CH:12][CH:13]=3)[CH2:6][CH:1]3[CH2:2][CH2:3][CH2:4][CH2:5]3)[NH:29][C:21]2=[N:22][CH:23]=1)=[O:28]. (2) Given the reactants [Cl:1][C:2]1[CH:10]=[C:9]2[C:5]([CH:6]=[C:7]([C:11](=[O:28])[NH:12][CH:13]([C:18]3[CH:23]=[CH:22][CH:21]=[C:20]([C:24]([F:27])([F:26])[F:25])[CH:19]=3)[C:14]([F:17])([F:16])[F:15])[NH:8]2)=[CH:4][C:3]=1[CH2:29][NH:30][C:31](=[O:37])[O:32][C:33]([CH3:36])([CH3:35])[CH3:34].[H-].[Na+].I[CH2:41][CH3:42].O, predict the reaction product. The product is: [Cl:1][C:2]1[CH:10]=[C:9]2[C:5]([CH:6]=[C:7]([C:11](=[O:28])[NH:12][CH:13]([C:18]3[CH:23]=[CH:22][CH:21]=[C:20]([C:24]([F:25])([F:27])[F:26])[CH:19]=3)[C:14]([F:16])([F:17])[F:15])[N:8]2[CH2:41][CH3:42])=[CH:4][C:3]=1[CH2:29][NH:30][C:31](=[O:37])[O:32][C:33]([CH3:34])([CH3:36])[CH3:35]. (3) Given the reactants Cl.[F:2][C:3]([F:15])([F:14])[C:4]1[CH:13]=[CH:12][C:11]2[CH2:10][NH:9][CH2:8][CH2:7][C:6]=2[N:5]=1.[CH:16]([O:19][C:20]1[CH:28]=[CH:27][C:26]([S:29]([CH3:32])(=[O:31])=[O:30])=[CH:25][C:21]=1[C:22](O)=[O:23])([CH3:18])[CH3:17], predict the reaction product. The product is: [CH:16]([O:19][C:20]1[CH:28]=[CH:27][C:26]([S:29]([CH3:32])(=[O:31])=[O:30])=[CH:25][C:21]=1[C:22]([N:9]1[CH2:8][CH2:7][C:6]2[N:5]=[C:4]([C:3]([F:2])([F:14])[F:15])[CH:13]=[CH:12][C:11]=2[CH2:10]1)=[O:23])([CH3:18])[CH3:17]. (4) Given the reactants [Cl-].[CH3:2][N:3]1[C:7]([CH:8]([N+:16]#N)[CH2:9][C:10]2[CH:15]=[CH:14][CH:13]=[CH:12][CH:11]=2)=[CH:6][N:5]=[CH:4]1.C1(P(C2C=CC=CC=2)C2C=CC=CC=2)C=CC=CC=1.O, predict the reaction product. The product is: [CH3:2][N:3]1[C:7]([CH:8]([NH2:16])[CH2:9][C:10]2[CH:11]=[CH:12][CH:13]=[CH:14][CH:15]=2)=[CH:6][N:5]=[CH:4]1. (5) The product is: [CH2:16]([N:23]1[CH2:24][CH2:25][C:26]2([C:29]3[CH:30]=[CH:31][C:32]([F:35])=[CH:33][CH:34]=3)[CH:27]([CH2:1]2)[CH2:28]1)[C:17]1[CH:18]=[CH:19][CH:20]=[CH:21][CH:22]=1. Given the reactants [CH2:1]([Zn]CC)C.C(O)(C(F)(F)F)=O.ICI.[CH2:16]([N:23]1[CH2:28][CH:27]=[C:26]([C:29]2[CH:34]=[CH:33][C:32]([F:35])=[CH:31][CH:30]=2)[CH2:25][CH2:24]1)[C:17]1[CH:22]=[CH:21][CH:20]=[CH:19][CH:18]=1, predict the reaction product. (6) Given the reactants [CH:1]1([CH2:4][O:5][C:6]2[CH:7]=[CH:8][C:9]([C@H:12]([NH:14][S@@](C(C)(C)C)=O)[CH3:13])=[N:10][CH:11]=2)[CH2:3][CH2:2]1.[ClH:21].CO, predict the reaction product. The product is: [ClH:21].[ClH:21].[CH:1]1([CH2:4][O:5][C:6]2[CH:7]=[CH:8][C:9]([C@H:12]([NH2:14])[CH3:13])=[N:10][CH:11]=2)[CH2:2][CH2:3]1. (7) The product is: [F:1][C:2]([F:7])([F:6])[C:3]([OH:5])=[O:4].[C:8]1([C:14]2[CH:19]=[C:18]([CH:20]3[CH2:21][CH2:22][N:23]([C:43](=[O:44])[CH2:42][C:38]4[CH:37]=[N:36][CH:41]=[CH:40][CH:39]=4)[CH2:24][CH2:25]3)[CH:17]=[CH:16][C:15]=2[NH:26][C:27]([C:29]2[NH:30][CH:31]=[C:32]([C:34]#[N:35])[N:33]=2)=[O:28])[CH2:13][CH2:12][CH2:11][CH2:10][CH:9]=1. Given the reactants [F:1][C:2]([F:7])([F:6])[C:3]([OH:5])=[O:4].[C:8]1([C:14]2[CH:19]=[C:18]([CH:20]3[CH2:25][CH2:24][NH:23][CH2:22][CH2:21]3)[CH:17]=[CH:16][C:15]=2[NH:26][C:27]([C:29]2[NH:30][CH:31]=[C:32]([C:34]#[N:35])[N:33]=2)=[O:28])[CH2:13][CH2:12][CH2:11][CH2:10][CH:9]=1.[N:36]1[CH:41]=[CH:40][CH:39]=[C:38]([CH2:42][C:43](O)=[O:44])[CH:37]=1, predict the reaction product.